Dataset: Reaction yield outcomes from USPTO patents with 853,638 reactions. Task: Predict the reaction yield, written as a fraction of the theoretical maximum amount of product (1.0 means a 100% yield; for example, 0.34 means a 34% yield). (1) The reactants are [OH:1][C:2]1[CH:7]=[C:6]([O:8][CH2:9][CH2:10][O:11][CH3:12])[CH:5]=[CH:4][C:3]=1[CH:13]([CH3:20])[CH2:14][C:15]([O:17][CH2:18][CH3:19])=[O:16].[H-].[Na+].Cl[C:24]1[C:29]([Cl:30])=[CH:28][C:27]([C:31]([F:34])([F:33])[F:32])=[CH:26][N:25]=1.[Cl-].[NH4+]. The catalyst is CN(C)C=O. The product is [Cl:30][C:29]1[C:24]([O:1][C:2]2[CH:7]=[C:6]([O:8][CH2:9][CH2:10][O:11][CH3:12])[CH:5]=[CH:4][C:3]=2[CH:13]([CH3:20])[CH2:14][C:15]([O:17][CH2:18][CH3:19])=[O:16])=[N:25][CH:26]=[C:27]([C:31]([F:33])([F:32])[F:34])[CH:28]=1. The yield is 0.870. (2) The reactants are B([C:4]1[NH:5][C:6]2[C:11]([CH:12]=1)=[CH:10][C:9]([C:13]([O:15][CH2:16][CH3:17])=[O:14])=[CH:8][CH:7]=2)(O)O.C(=O)([O-])[O-].[Na+].[Na+].Cl[C:25]1[N:30]=[CH:29][N:28]=[C:27](Cl)[CH:26]=1.O=O.[ClH:34]. The catalyst is C(O)C.C1C=CC([P]([Pd]([P](C2C=CC=CC=2)(C2C=CC=CC=2)C2C=CC=CC=2)([P](C2C=CC=CC=2)(C2C=CC=CC=2)C2C=CC=CC=2)[P](C2C=CC=CC=2)(C2C=CC=CC=2)C2C=CC=CC=2)(C2C=CC=CC=2)C2C=CC=CC=2)=CC=1.O. The product is [Cl:34][C:29]1[N:28]=[C:27]([C:4]2[NH:5][C:6]3[C:11]([CH:12]=2)=[CH:10][C:9]([C:13]([O:15][CH2:16][CH3:17])=[O:14])=[CH:8][CH:7]=3)[CH:26]=[CH:25][N:30]=1. The yield is 0.930. (3) The reactants are C(Cl)(=O)C(Cl)=O.CS(C)=O.[OH:11][CH2:12][C:13]1([CH2:18][NH:19][C:20](=[O:26])[O:21][C:22]([CH3:25])([CH3:24])[CH3:23])[CH2:17][CH2:16][CH2:15][CH2:14]1.O. The catalyst is C(Cl)Cl. The product is [CH:12]([C:13]1([CH2:18][NH:19][C:20](=[O:26])[O:21][C:22]([CH3:24])([CH3:23])[CH3:25])[CH2:17][CH2:16][CH2:15][CH2:14]1)=[O:11]. The yield is 0.940. (4) The reactants are N[CH2:2][C:3]([N:5]1[CH2:10][CH2:9][N:8]([C:11]2[C:16]([Br:17])=[CH:15][N:14]=[C:13]3[NH:18][CH:19]=[C:20]([NH:21][C:22](=[O:29])[C:23]4[CH:28]=[CH:27][CH:26]=[N:25][CH:24]=4)[C:12]=23)[CH2:7][CH2:6]1)=[O:4].[C:30]([O:34][C:35]([NH:37][CH2:38]CC(O)=O)=[O:36])([CH3:33])([CH3:32])[CH3:31].C1C=CC2N(O)N=NC=2C=1.O.CCN=C=NCCCN(C)C.CCN(C(C)C)C(C)C.C([O-])([O-])=O.[Na+].[Na+]. The catalyst is C(Cl)Cl. The product is [Br:17][C:16]1[C:11]([N:8]2[CH2:9][CH2:10][N:5]([C:3](=[O:4])[CH2:2][CH2:38][NH:37][C:35](=[O:36])[O:34][C:30]([CH3:33])([CH3:32])[CH3:31])[CH2:6][CH2:7]2)=[C:12]2[C:20]([NH:21][C:22](=[O:29])[C:23]3[CH:28]=[CH:27][CH:26]=[N:25][CH:24]=3)=[CH:19][NH:18][C:13]2=[N:14][CH:15]=1. The yield is 0.210. (5) The reactants are [CH2:1]([O:8][C:9]1[CH:14]=[CH:13][C:12]([CH2:15][CH2:16][N+:17]([O-:19])=O)=[CH:11][CH:10]=1)[C:2]1[CH:7]=[CH:6][CH:5]=[CH:4][CH:3]=1.O1CCCC1.[Cl:25]CCl.C([Li])CCC. The catalyst is [Ti](Cl)(Cl)(Cl)Cl.C(OCC)(=O)C.O. The product is [CH2:1]([O:8][C:9]1[CH:14]=[CH:13][C:12]([CH2:15][C:16]([Cl:25])=[N:17][OH:19])=[CH:11][CH:10]=1)[C:2]1[CH:7]=[CH:6][CH:5]=[CH:4][CH:3]=1. The yield is 0.780. (6) The reactants are [OH:1][CH:2]([C:8]1[CH:13]=[CH:12][C:11]([C:14]2[N:18]=[C:17]([C:19]3[CH:20]=[N:21][N:22]([C:28]4[CH:33]=[CH:32][CH:31]=[CH:30][CH:29]=4)[C:23]=3[C:24]([F:27])([F:26])[F:25])[O:16][N:15]=2)=[CH:10][CH:9]=1)[C:3]([O:5]CC)=[O:4].CO.[Li+].[OH-]. The catalyst is C1COCC1. The product is [OH:1][CH:2]([C:8]1[CH:13]=[CH:12][C:11]([C:14]2[N:18]=[C:17]([C:19]3[CH:20]=[N:21][N:22]([C:28]4[CH:29]=[CH:30][CH:31]=[CH:32][CH:33]=4)[C:23]=3[C:24]([F:25])([F:26])[F:27])[O:16][N:15]=2)=[CH:10][CH:9]=1)[C:3]([OH:5])=[O:4]. The yield is 0.970. (7) The reactants are [OH:1][CH2:2][C:3]1[CH:19]=[CH:18][C:6]([CH2:7][C:8]2[C:9]([O:11][C:12](=O)C=2C(C)C)=[O:10])=[CH:5][CH:4]=1.CO.O1C[CH2:25][CH2:24][CH2:23]1.C[Si](C=[N+]=[N-])(C)C.CCCCCC.C1(C)C=CC=CC=1.[C:47]([O:50][CH2:51]C)(=[O:49])[CH3:48]. No catalyst specified. The product is [OH:1][CH2:2][C:3]1[CH:19]=[CH:18][C:6]([CH2:7]/[C:8](=[C:48](\[CH:24]([CH3:25])[CH3:23])/[C:47]([O:50][CH3:51])=[O:49])/[C:9]([O:11][CH3:12])=[O:10])=[CH:5][CH:4]=1. The yield is 0.810. (8) The reactants are Br[C:2]1[CH:7]=[CH:6][CH:5]=[CH:4][N:3]=1.[CH2:8]([C:12]1[O:13][C:14]2[C:20]([OH:21])=[CH:19][CH:18]=[CH:17][C:15]=2[N:16]=1)[CH2:9][C:10]#[CH:11]. No catalyst specified. The product is [N:3]1[CH:4]=[CH:5][CH:6]=[CH:7][C:2]=1[C:11]#[C:10][CH2:9][CH2:8][C:12]1[O:13][C:14]2[C:20]([OH:21])=[CH:19][CH:18]=[CH:17][C:15]=2[N:16]=1. The yield is 0.0500. (9) The reactants are C([O:3][C:4]([C:6]1[CH:7]=[CH:8][C:9]2[N:10]([C:12]([CH2:15][C:16]3[CH:17]=[C:18]4[C:23](=[CH:24][CH:25]=3)[N:22]=[CH:21][CH:20]=[CH:19]4)=[N:13][N:14]=2)[N:11]=1)=[CH2:5])C.Cl.C([O-])(O)=O.[Na+]. The catalyst is CO. The product is [N:22]1[C:23]2[C:18](=[CH:17][C:16]([CH2:15][C:12]3[N:10]4[N:11]=[C:6]([C:4](=[O:3])[CH3:5])[CH:7]=[CH:8][C:9]4=[N:14][N:13]=3)=[CH:25][CH:24]=2)[CH:19]=[CH:20][CH:21]=1. The yield is 0.513.